Dataset: Forward reaction prediction with 1.9M reactions from USPTO patents (1976-2016). Task: Predict the product of the given reaction. Given the reactants C(Cl)(=O)C(Cl)=O.CS(C)=O.[Si:11]([O:18][CH:19]1[CH2:24][CH2:23][CH:22]([CH2:25][OH:26])[CH2:21][CH2:20]1)([C:14]([CH3:17])([CH3:16])[CH3:15])([CH3:13])[CH3:12].C(N(CC)CC)C.C(=O)(O)[O-].[Na+], predict the reaction product. The product is: [Si:11]([O:18][CH:19]1[CH2:20][CH2:21][CH:22]([CH:25]=[O:26])[CH2:23][CH2:24]1)([C:14]([CH3:17])([CH3:16])[CH3:15])([CH3:13])[CH3:12].